This data is from Forward reaction prediction with 1.9M reactions from USPTO patents (1976-2016). The task is: Predict the product of the given reaction. (1) The product is: [CH3:38][C:24]1[CH:25]=[C:26]([O:29][C:30]2[CH:35]=[CH:34][CH:33]=[C:32]([CH2:36][NH:37][C:7]([C:6]3[S:5][C:4]4[CH:10]=[CH:11][C:12]([C:14]([F:17])([F:16])[F:15])=[CH:13][C:3]=4[C:2]=3[CH3:1])=[O:9])[CH:31]=2)[CH:27]=[CH:28][C:23]=1[CH2:22][CH2:21][C:20]([OH:39])=[O:19]. Given the reactants [CH3:1][C:2]1[C:3]2[CH:13]=[C:12]([C:14]([F:17])([F:16])[F:15])[CH:11]=[CH:10][C:4]=2[S:5][C:6]=1[C:7]([OH:9])=O.C[O:19][C:20](=[O:39])[CH2:21][CH2:22][C:23]1[CH:28]=[CH:27][C:26]([O:29][C:30]2[CH:35]=[CH:34][CH:33]=[C:32]([CH2:36][NH2:37])[CH:31]=2)=[CH:25][C:24]=1[CH3:38], predict the reaction product. (2) The product is: [F:15][C:16]([F:24])([F:25])[C:17]1[CH:18]=[C:19]([NH:20][CH:2]2[CH2:7][CH2:6][N:5]([C:8]([O:10][C:11]([CH3:14])([CH3:13])[CH3:12])=[O:9])[CH2:4][CH2:3]2)[CH:21]=[CH:22][CH:23]=1. Given the reactants O=[C:2]1[CH2:7][CH2:6][N:5]([C:8]([O:10][C:11]([CH3:14])([CH3:13])[CH3:12])=[O:9])[CH2:4][CH2:3]1.[F:15][C:16]([F:25])([F:24])[C:17]1[CH:18]=[C:19]([CH:21]=[CH:22][CH:23]=1)[NH2:20].C(O[BH-](OC(=O)C)OC(=O)C)(=O)C.[Na+].C([O-])(O)=O.[Na+], predict the reaction product. (3) Given the reactants F[C:2]1[C:7]([C:8]2[N:13]=[C:12]([CH3:14])[N:11]=[C:10]([NH2:15])[N:9]=2)=[CH:6][CH:5]=[CH:4][N:3]=1.[NH2:16][C:17]1[CH:22]=[CH:21][C:20]([NH2:23])=[CH:19][N:18]=1, predict the reaction product. The product is: [NH2:15][C:10]1[N:11]=[C:12]([CH3:14])[N:13]=[C:8]([C:7]2[C:2]([NH:23][C:20]3[CH:21]=[CH:22][C:17]([NH2:16])=[N:18][CH:19]=3)=[N:3][CH:4]=[CH:5][CH:6]=2)[N:9]=1. (4) Given the reactants [C:1]([C@@H:3]1[CH2:7][N:6]([C:8]2[CH:13]=[CH:12][N:11]3[N:14]=[CH:15][C:16]([C:17]([N:19]([CH2:29][C:30]4[CH:35]=[CH:34][C:33]([O:36][CH3:37])=[CH:32][CH:31]=4)[CH2:20][C:21]4[CH:26]=[CH:25][C:24]([O:27][CH3:28])=[CH:23][CH:22]=4)=[O:18])=[C:10]3[CH:9]=2)[C@@H:5]([C:38]2[CH:43]=[CH:42][CH:41]=[C:40]([F:44])[CH:39]=2)[CH2:4]1)#[N:2].[OH-:45].[Na+].OO, predict the reaction product. The product is: [C:1]([C@@H:3]1[CH2:7][N:6]([C:8]2[CH:13]=[CH:12][N:11]3[N:14]=[CH:15][C:16]([C:17]([N:19]([CH2:29][C:30]4[CH:35]=[CH:34][C:33]([O:36][CH3:37])=[CH:32][CH:31]=4)[CH2:20][C:21]4[CH:22]=[CH:23][C:24]([O:27][CH3:28])=[CH:25][CH:26]=4)=[O:18])=[C:10]3[CH:9]=2)[C@@H:5]([C:38]2[CH:43]=[CH:42][CH:41]=[C:40]([F:44])[CH:39]=2)[CH2:4]1)(=[O:45])[NH2:2]. (5) Given the reactants O1CCCCC1[O:7][C:8]1[CH:9]=[C:10]([CH:26]=[CH:27][C:28]=1[Br:29])[CH2:11][N:12]([C:18]1[CH:23]=[CH:22][C:21]([C:24]#[N:25])=[CH:20][CH:19]=1)[N:13]1[CH:17]=[N:16][N:15]=[CH:14]1.C1(C)C=CC(S(O)(=O)=O)=CC=1, predict the reaction product. The product is: [Br:29][C:28]1[CH:27]=[CH:26][C:10]([CH2:11][N:12]([C:18]2[CH:23]=[CH:22][C:21]([C:24]#[N:25])=[CH:20][CH:19]=2)[N:13]2[CH:14]=[N:15][N:16]=[CH:17]2)=[CH:9][C:8]=1[OH:7]. (6) Given the reactants [CH3:1][C:2]1[CH:7]=[C:6]([CH3:8])[CH:5]=[CH:4][C:3]=1[NH:9][CH2:10][CH:11]([CH3:13])[CH3:12].[C:14]1([CH2:20][O:21][C:22]2[CH:27]=[CH:26][C:25]([S:28](Cl)(=[O:30])=[O:29])=[CH:24][CH:23]=2)[CH:19]=[CH:18][CH:17]=[CH:16][CH:15]=1, predict the reaction product. The product is: [CH3:1][C:2]1[CH:7]=[C:6]([CH3:8])[CH:5]=[CH:4][C:3]=1[N:9]([CH2:10][CH:11]([CH3:13])[CH3:12])[S:28]([C:25]1[CH:24]=[CH:23][C:22]([O:21][CH2:20][C:14]2[CH:15]=[CH:16][CH:17]=[CH:18][CH:19]=2)=[CH:27][CH:26]=1)(=[O:30])=[O:29]. (7) The product is: [Cl:24][C:15]1[C:14]2[N:13]=[C:12]([CH2:25][O:26][CH2:27][CH3:28])[N:11]([CH2:8][CH:9]3[O:29][N:30]=[C:31]([CH3:32])[CH2:10]3)[C:23]=2[C:22]2[CH:21]=[CH:20][CH:19]=[CH:18][C:17]=2[N:16]=1. Given the reactants C(N(CC)CC)C.[CH2:8]([N:11]1[C:23]2[C:22]3[CH:21]=[CH:20][CH:19]=[CH:18][C:17]=3[N:16]=[C:15]([Cl:24])[C:14]=2[N:13]=[C:12]1[CH2:25][O:26][CH2:27][CH3:28])[CH:9]=[CH2:10].[OH:29][N:30]=[C:31](Cl)[CH3:32], predict the reaction product. (8) Given the reactants [CH3:1][C:2]1[CH:7]=[CH:6][CH:5]=[CH:4][C:3]=1[N:8]1[CH2:13][CH2:12][NH:11][CH2:10][CH2:9]1.Cl[C:15]1[CH:16]=[CH:17][C:18]2[N:19]([C:21]([C:24]([F:27])([F:26])[F:25])=[N:22][N:23]=2)[N:20]=1, predict the reaction product. The product is: [CH3:1][C:2]1[CH:7]=[CH:6][CH:5]=[CH:4][C:3]=1[N:8]1[CH2:13][CH2:12][N:11]([C:15]2[CH:16]=[CH:17][C:18]3[N:19]([C:21]([C:24]([F:25])([F:27])[F:26])=[N:22][N:23]=3)[N:20]=2)[CH2:10][CH2:9]1. (9) Given the reactants [C:1]([C:4]1[C:22](=[O:23])[C@@:8]2([CH3:24])[C:9]3[C:15]([OH:16])=[CH:14][C:13]([O:17][CH3:18])=[C:12]([C:19]([NH2:21])=[O:20])[C:10]=3[O:11][C:7]2=[CH:6][C:5]=1[OH:25])(=[O:3])[CH3:2].[CH3:26][C:27]1[CH:28]=[C:29]([CH:32]=[C:33]([CH3:35])[CH:34]=1)[CH:30]=O.C([SiH](CC)CC)C.FC(F)(F)C(O)=O, predict the reaction product. The product is: [C:1]([C:4]1[C:22](=[O:23])[C@@:8]2([CH3:24])[C:9]3[C:15]([OH:16])=[CH:14][C:13]([O:17][CH3:18])=[C:12]([C:19]([NH:21][CH2:26][C:27]4[CH:28]=[C:29]([CH3:30])[CH:32]=[C:33]([CH3:35])[CH:34]=4)=[O:20])[C:10]=3[O:11][C:7]2=[CH:6][C:5]=1[OH:25])(=[O:3])[CH3:2].